Task: Predict the product of the given reaction.. Dataset: Forward reaction prediction with 1.9M reactions from USPTO patents (1976-2016) (1) Given the reactants FC(F)(F)C1C=C(NC(=O)NC2C=CC(C3SC(CCC(OC)=O)=NC=3)=CC=2)C=CC=1.[NH2:32][C:33]1[CH:38]=[CH:37][C:36]([C:39]2[S:43][C:42]([CH:44]3[CH2:49][CH2:48][CH:47]([CH2:50][C:51]([O:53][C:54]([CH3:57])([CH3:56])[CH3:55])=[O:52])[CH2:46][CH2:45]3)=[N:41][CH:40]=2)=[CH:35][CH:34]=1.[Cl:58][C:59]1[CH:64]=[CH:63][CH:62]=[CH:61][C:60]=1[N:65]=[C:66]=[O:67], predict the reaction product. The product is: [Cl:58][C:59]1[CH:64]=[CH:63][CH:62]=[CH:61][C:60]=1[NH:65][C:66](=[O:67])[NH:32][C:33]1[CH:38]=[CH:37][C:36]([C:39]2[S:43][C:42]([CH:44]3[CH2:45][CH2:46][CH:47]([CH2:50][C:51]([O:53][C:54]([CH3:57])([CH3:56])[CH3:55])=[O:52])[CH2:48][CH2:49]3)=[N:41][CH:40]=2)=[CH:35][CH:34]=1. (2) Given the reactants [H-].[Na+].ClC([O:6][CH3:7])=O.[C:8](OCC)(=O)[CH3:9].[CH3:14][CH2:15][CH2:16][CH2:17][CH2:18][CH3:19].C[N:21]([CH:23]=O)C, predict the reaction product. The product is: [NH2:21][C:23]1[CH:14]=[CH:15][CH:16]=[C:17]2[C:9]=1[CH2:8][C@H:7]([OH:6])[CH2:19][CH2:18]2. (3) Given the reactants C([O:3][C:4](=[O:34])[CH2:5][N:6]1[C:14]2[C:9](=[CH:10][CH:11]=[C:12]([O:15][CH2:16][C:17]3[C:18]([CH3:33])=[N:19][C:20]([C:23]4[CH:28]=[CH:27][CH:26]=[C:25]([C:29]([F:32])([F:31])[F:30])[CH:24]=4)=[CH:21][CH:22]=3)[CH:13]=2)[CH:8]=[CH:7]1)C.[Li+].[OH-], predict the reaction product. The product is: [CH3:33][C:18]1[C:17]([CH2:16][O:15][C:12]2[CH:13]=[C:14]3[C:9]([CH:8]=[CH:7][N:6]3[CH2:5][C:4]([OH:34])=[O:3])=[CH:10][CH:11]=2)=[CH:22][CH:21]=[C:20]([C:23]2[CH:28]=[CH:27][CH:26]=[C:25]([C:29]([F:31])([F:30])[F:32])[CH:24]=2)[N:19]=1. (4) Given the reactants C(N=C(N1CCC[C@H](CN2C3C=CC=CC=3N=C2CN(C)[C@@H]2C3N=CC=CC=3CCC2)C1)OC1C=CC=CC=1)#N.CNC.[C:44]([NH:46][C:47]([N:52]1[CH2:57][CH2:56][CH2:55][C@H:54]([CH2:58][N:59]2[C:63]3[CH:64]=[CH:65][CH:66]=[CH:67][C:62]=3[N:61]=[C:60]2[CH2:68][N:69]([CH3:80])[C@@H:70]2[C:79]3[N:78]=[CH:77][CH:76]=[CH:75][C:74]=3[CH2:73][CH2:72][CH2:71]2)[CH2:53]1)=[N:48]CCC)#[N:45], predict the reaction product. The product is: [C:44]([NH:46][C:47]([N:52]1[CH2:57][CH2:56][CH2:55][C@H:54]([CH2:58][N:59]2[C:63]3[CH:64]=[CH:65][CH:66]=[CH:67][C:62]=3[N:61]=[C:60]2[CH2:68][N:69]([CH3:80])[C@@H:70]2[C:79]3[N:78]=[CH:77][CH:76]=[CH:75][C:74]=3[CH2:73][CH2:72][CH2:71]2)[CH2:53]1)=[NH:48])#[N:45]. (5) Given the reactants [P:1]([O:21][CH3:22])([O:19][CH3:20])([O:3][C:4]([C:8]1[C:16]2[C:11](=[CH:12][C:13]([O:17][CH3:18])=[CH:14][CH:15]=2)[NH:10][N:9]=1)=[C:5]([CH3:7])[CH3:6])=[O:2].Br[CH2:24][C:25](=[O:30])[C:26]([CH3:29])([CH3:28])[CH3:27], predict the reaction product. The product is: [P:1]([O:21][CH3:22])([O:19][CH3:20])([O:3][C:4]([C:8]1[C:16]2[C:11](=[CH:12][C:13]([O:17][CH3:18])=[CH:14][CH:15]=2)[N:10]([CH2:24][C:25](=[O:30])[C:26]([CH3:29])([CH3:28])[CH3:27])[N:9]=1)=[C:5]([CH3:7])[CH3:6])=[O:2]. (6) Given the reactants [C:1]1([C:7]2[CH:12]=[CH:11][C:10](O)=[CH:9][CH:8]=2)[CH:6]=[CH:5][CH:4]=[CH:3][CH:2]=1.C(OCC)(=O)C.C([P+](C1C=CC=CC=1)(C1C=CC=CC=1)C1C=CC=CC=1)C.CN(C)C(=O)C, predict the reaction product. The product is: [CH:5]1[C:6]2[C:12]3[C:7](=[CH:8][CH:9]=[CH:10][CH:11]=3)[C:1]=2[CH:2]=[CH:3][CH:4]=1. (7) Given the reactants C(N(CC)CC)C.[Cl:8][C:9]1[C:18]([N+:19]([O-:21])=[O:20])=[C:17](Cl)[C:16]2[C:11](=[CH:12][CH:13]=[CH:14][CH:15]=2)[N:10]=1.[NH2:23][CH2:24][C:25]([NH2:28])([CH3:27])[CH3:26].O, predict the reaction product. The product is: [Cl:8][C:9]1[C:18]([N+:19]([O-:21])=[O:20])=[C:17]([NH:23][CH2:24][C:25]([CH3:27])([NH2:28])[CH3:26])[C:16]2[C:11](=[CH:12][CH:13]=[CH:14][CH:15]=2)[N:10]=1. (8) Given the reactants [C:1]12([C:11]3[CH:12]=[C:13]([C:19]4[CH:20]=[C:21]([CH2:25][CH:26]5[S:30][C:29](SC)=[N:28][C:27]5=[O:33])[CH:22]=[N:23][CH:24]=4)[CH:14]=[C:15]([F:18])[C:16]=3[OH:17])[CH2:10][CH:5]3[CH2:6][CH:7]([CH2:9][CH:3]([CH2:4]3)[CH2:2]1)[CH2:8]2.[NH:34]1[CH2:38][CH2:37][CH2:36][CH2:35]1, predict the reaction product. The product is: [C:1]12([C:11]3[CH:12]=[C:13]([C:19]4[CH:20]=[C:21]([CH2:25][CH:26]5[S:30][C:29]([N:34]6[CH2:38][CH2:37][CH2:36][CH2:35]6)=[N:28][C:27]5=[O:33])[CH:22]=[N:23][CH:24]=4)[CH:14]=[C:15]([F:18])[C:16]=3[OH:17])[CH2:10][CH:5]3[CH2:4][CH:3]([CH2:9][CH:7]([CH2:6]3)[CH2:8]1)[CH2:2]2.